From a dataset of NCI-60 drug combinations with 297,098 pairs across 59 cell lines. Regression. Given two drug SMILES strings and cell line genomic features, predict the synergy score measuring deviation from expected non-interaction effect. (1) Drug 1: CC1C(C(=O)NC(C(=O)N2CCCC2C(=O)N(CC(=O)N(C(C(=O)O1)C(C)C)C)C)C(C)C)NC(=O)C3=C4C(=C(C=C3)C)OC5=C(C(=O)C(=C(C5=N4)C(=O)NC6C(OC(=O)C(N(C(=O)CN(C(=O)C7CCCN7C(=O)C(NC6=O)C(C)C)C)C)C(C)C)C)N)C. Synergy scores: CSS=60.9, Synergy_ZIP=23.3, Synergy_Bliss=29.4, Synergy_Loewe=19.3, Synergy_HSA=27.0. Drug 2: CC12CCC3C(C1CCC2OP(=O)(O)O)CCC4=C3C=CC(=C4)OC(=O)N(CCCl)CCCl.[Na+]. Cell line: SW-620. (2) Drug 1: C1CCC(CC1)NC(=O)N(CCCl)N=O. Drug 2: CC1=C(N=C(N=C1N)C(CC(=O)N)NCC(C(=O)N)N)C(=O)NC(C(C2=CN=CN2)OC3C(C(C(C(O3)CO)O)O)OC4C(C(C(C(O4)CO)O)OC(=O)N)O)C(=O)NC(C)C(C(C)C(=O)NC(C(C)O)C(=O)NCCC5=NC(=CS5)C6=NC(=CS6)C(=O)NCCC[S+](C)C)O. Cell line: SF-295. Synergy scores: CSS=45.8, Synergy_ZIP=-12.6, Synergy_Bliss=-2.89, Synergy_Loewe=-1.48, Synergy_HSA=1.72. (3) Drug 1: CC1C(C(CC(O1)OC2CC(CC3=C2C(=C4C(=C3O)C(=O)C5=C(C4=O)C(=CC=C5)OC)O)(C(=O)CO)O)N)O.Cl. Drug 2: CN(CCCl)CCCl.Cl. Cell line: M14. Synergy scores: CSS=13.7, Synergy_ZIP=-9.25, Synergy_Bliss=-2.12, Synergy_Loewe=-11.3, Synergy_HSA=-1.01. (4) Drug 1: CN(C(=O)NC(C=O)C(C(C(CO)O)O)O)N=O. Drug 2: CC(C)NC(=O)C1=CC=C(C=C1)CNNC.Cl. Cell line: SNB-19. Synergy scores: CSS=0.583, Synergy_ZIP=0.261, Synergy_Bliss=1.11, Synergy_Loewe=-2.09, Synergy_HSA=-1.81. (5) Drug 1: CNC(=O)C1=CC=CC=C1SC2=CC3=C(C=C2)C(=NN3)C=CC4=CC=CC=N4. Drug 2: CCC1=CC2CC(C3=C(CN(C2)C1)C4=CC=CC=C4N3)(C5=C(C=C6C(=C5)C78CCN9C7C(C=CC9)(C(C(C8N6C)(C(=O)OC)O)OC(=O)C)CC)OC)C(=O)OC.C(C(C(=O)O)O)(C(=O)O)O. Cell line: SK-MEL-2. Synergy scores: CSS=62.4, Synergy_ZIP=16.9, Synergy_Bliss=15.0, Synergy_Loewe=-7.29, Synergy_HSA=14.1. (6) Drug 1: C1C(C(OC1N2C=NC3=C(N=C(N=C32)Cl)N)CO)O. Drug 2: C1=NC2=C(N=C(N=C2N1C3C(C(C(O3)CO)O)O)F)N. Cell line: UACC62. Synergy scores: CSS=12.6, Synergy_ZIP=5.01, Synergy_Bliss=6.53, Synergy_Loewe=-21.2, Synergy_HSA=4.47. (7) Drug 1: CS(=O)(=O)OCCCCOS(=O)(=O)C. Drug 2: C1C(C(OC1N2C=NC3=C2NC=NCC3O)CO)O. Cell line: MDA-MB-435. Synergy scores: CSS=-8.96, Synergy_ZIP=2.73, Synergy_Bliss=-2.65, Synergy_Loewe=-8.29, Synergy_HSA=-7.75.